Dataset: Catalyst prediction with 721,799 reactions and 888 catalyst types from USPTO. Task: Predict which catalyst facilitates the given reaction. Reactant: [CH3:1][O:2][C:3]1[CH:12]=[C:11]2[C:6]([CH2:7][CH:8]([C:13]3([CH3:16])[CH2:15][CH2:14]3)[N:9]=[CH:10]2)=[CH:5][C:4]=1[O:17][CH2:18][CH2:19][O:20][CH3:21].C(O[CH:25]=[C:26]([C:32](=[O:34])[CH3:33])[C:27]([O:29][CH2:30][CH3:31])=[O:28])C. Product: [CH3:1][O:2][C:3]1[C:4]([O:17][CH2:18][CH2:19][O:20][CH3:21])=[CH:5][C:6]2[CH2:7][CH:8]([C:13]3([CH3:16])[CH2:14][CH2:15]3)[N:9]3[CH:10]([CH2:33][C:32](=[O:34])[C:26]([C:27]([O:29][CH2:30][CH3:31])=[O:28])=[CH:25]3)[C:11]=2[CH:12]=1. The catalyst class is: 8.